Regression. Given two drug SMILES strings and cell line genomic features, predict the synergy score measuring deviation from expected non-interaction effect. From a dataset of NCI-60 drug combinations with 297,098 pairs across 59 cell lines. (1) Drug 1: C1=CC(=CC=C1C#N)C(C2=CC=C(C=C2)C#N)N3C=NC=N3. Drug 2: C1C(C(OC1N2C=NC3=C2NC=NCC3O)CO)O. Cell line: TK-10. Synergy scores: CSS=-9.16, Synergy_ZIP=2.53, Synergy_Bliss=-5.63, Synergy_Loewe=-6.88, Synergy_HSA=-8.99. (2) Drug 1: CN(CC1=CN=C2C(=N1)C(=NC(=N2)N)N)C3=CC=C(C=C3)C(=O)NC(CCC(=O)O)C(=O)O. Drug 2: C1CN(CCN1C(=O)CCBr)C(=O)CCBr. Cell line: MDA-MB-231. Synergy scores: CSS=20.7, Synergy_ZIP=-3.26, Synergy_Bliss=3.68, Synergy_Loewe=3.71, Synergy_HSA=3.85. (3) Drug 1: CC1=C(C=C(C=C1)C(=O)NC2=CC(=CC(=C2)C(F)(F)F)N3C=C(N=C3)C)NC4=NC=CC(=N4)C5=CN=CC=C5. Drug 2: CCC1=C2CN3C(=CC4=C(C3=O)COC(=O)C4(CC)O)C2=NC5=C1C=C(C=C5)O. Cell line: NCI-H460. Synergy scores: CSS=36.2, Synergy_ZIP=2.12, Synergy_Bliss=5.41, Synergy_Loewe=-67.7, Synergy_HSA=0.886. (4) Drug 1: CC(C)NC(=O)C1=CC=C(C=C1)CNNC.Cl. Drug 2: C1C(C(OC1N2C=NC3=C2NC=NCC3O)CO)O. Cell line: MCF7. Synergy scores: CSS=-2.57, Synergy_ZIP=0.534, Synergy_Bliss=-0.845, Synergy_Loewe=-3.30, Synergy_HSA=-3.52. (5) Cell line: SF-539. Drug 2: C1CNP(=O)(OC1)N(CCCl)CCCl. Synergy scores: CSS=15.2, Synergy_ZIP=-7.45, Synergy_Bliss=-4.51, Synergy_Loewe=-29.0, Synergy_HSA=-7.68. Drug 1: C1=CN(C(=O)N=C1N)C2C(C(C(O2)CO)O)O.Cl.